Predict the reactants needed to synthesize the given product. From a dataset of Full USPTO retrosynthesis dataset with 1.9M reactions from patents (1976-2016). Given the product [Br:7][C:8]1[CH:9]=[C:10]([NH:11][S:3]([CH2:1][CH3:2])(=[O:5])=[O:4])[CH:12]=[CH:13][C:14]=1[O:15][CH2:16][CH:17]1[CH2:19][CH2:18]1, predict the reactants needed to synthesize it. The reactants are: [CH2:1]([S:3](Cl)(=[O:5])=[O:4])[CH3:2].[Br:7][C:8]1[CH:9]=[C:10]([CH:12]=[CH:13][C:14]=1[O:15][CH2:16][CH:17]1[CH2:19][CH2:18]1)[NH2:11].N1C=CC=CC=1.Cl.